Task: Predict the reactants needed to synthesize the given product.. Dataset: Full USPTO retrosynthesis dataset with 1.9M reactions from patents (1976-2016) (1) The reactants are: [C:1]([NH:4][CH:5]([CH2:9][S:10][C:11](=[O:19])[C:12]1[CH:17]=[CH:16][C:15]([CH3:18])=[CH:14][CH:13]=1)[C:6](O)=[O:7])(=[O:3])[CH3:2].Cl.C[N:22](C)CCCN=C=NCC.O.OC1C2N=NNC=2C=CC=1.C(N(CC)CC)C.[Cl-].[NH4+]. Given the product [C:1]([NH:4][C@@H:5]([CH2:9][S:10][C:11](=[O:19])[C:12]1[CH:17]=[CH:16][C:15]([CH3:18])=[CH:14][CH:13]=1)[C:6]([NH2:22])=[O:7])(=[O:3])[CH3:2], predict the reactants needed to synthesize it. (2) Given the product [CH3:15][N:14]1[C:9]2[C:8](=[O:19])[NH:7][CH:6]=[N:11][C:10]=2[C:12]([CH2:16][CH2:17][CH3:18])=[N:13]1, predict the reactants needed to synthesize it. The reactants are: C(OC([C:6]1[NH:7][C:8](=[O:19])[C:9]2[N:14]([CH3:15])[N:13]=[C:12]([CH2:16][CH2:17][CH3:18])[C:10]=2[N:11]=1)=O)C.[OH-].[Li+]. (3) Given the product [CH3:13][N:7]([CH2:6][C:5]1[CH:11]=[CH:12][C:2]([CH3:1])=[CH:3][CH:4]=1)[C:8](=[O:10])[CH3:9], predict the reactants needed to synthesize it. The reactants are: [CH3:1][C:2]1[CH:12]=[CH:11][C:5]([CH2:6][NH:7][C:8](=[O:10])[CH3:9])=[CH:4][CH:3]=1.[CH3:13]I. (4) Given the product [CH3:36][N:12]([CH3:11])[CH:13]1[CH2:14][CH2:15][N:16]([C:17]2[CH:33]=[CH:32][C:20]3[N:21]=[C:22]([C:50]([C:49]4[CH:52]=[CH:53][C:54]([O:55][CH3:56])=[C:47]([C:40]5[C:41]6[C:46](=[CH:45][CH:44]=[CH:43][CH:42]=6)[CH:37]=[N:38][CH:39]=5)[CH:48]=4)=[O:51])[NH:23][C:19]=3[CH:18]=2)[CH2:35][CH2:34]1, predict the reactants needed to synthesize it. The reactants are: C[Si](C)(C)N[Si](C)(C)C.[Li].[CH3:11][N:12]([CH3:36])[CH:13]([CH2:34][CH3:35])[CH2:14][CH2:15][NH:16][C:17]1[CH:33]=[CH:32][C:20]2[N:21]=[CH:22][N:23](COCC[Si](C)(C)C)[C:19]=2[CH:18]=1.[CH:37]1[C:46]2[C:41](=[CH:42][CH:43]=[CH:44][CH:45]=2)[C:40]([C:47]2[CH:48]=[C:49]([CH:52]=[CH:53][C:54]=2[O:55][CH3:56])[CH:50]=[O:51])=[CH:39][N:38]=1. (5) Given the product [N:1]1([C:14]2[CH:21]=[CH:20][C:17]([C:18]#[N:19])=[CH:16][CH:15]=2)[CH:5]=[CH:4][CH:3]=[N:2]1, predict the reactants needed to synthesize it. The reactants are: [NH:1]1[CH:5]=[CH:4][CH:3]=[N:2]1.[OH-].[Na+].CN(C)C=O.F[C:14]1[CH:21]=[CH:20][C:17]([C:18]#[N:19])=[CH:16][CH:15]=1. (6) Given the product [Cl:18][C:19]1[C:20]([NH:2][CH2:3][CH2:4][CH2:5][C:6]([O:8][C:9]([CH3:12])([CH3:11])[CH3:10])=[O:7])=[N:21][CH:22]=[C:23]([C:24]#[N:25])[CH:26]=1, predict the reactants needed to synthesize it. The reactants are: Cl.[NH2:2][CH2:3][CH2:4][CH2:5][C:6]([O:8][C:9]([CH3:12])([CH3:11])[CH3:10])=[O:7].C(=O)(O)[O-].[Na+].[Cl:18][C:19]1[C:20](Cl)=[N:21][CH:22]=[C:23]([CH:26]=1)[C:24]#[N:25]. (7) The reactants are: Cl[C:2]1[CH:7]=[N:6][CH:5]=[C:4]([Cl:8])[N:3]=1.[NH2:9][CH2:10][C:11]1[CH:20]=[CH:19][C:14]([C:15]([O:17][CH3:18])=[O:16])=[CH:13][CH:12]=1.Cl.CCN(C(C)C)C(C)C.[NH4+].[Cl-]. Given the product [CH3:18][O:17][C:15](=[O:16])[C:14]1[CH:19]=[CH:20][C:11]([CH2:10][NH:9][C:2]2[CH:7]=[N:6][CH:5]=[C:4]([Cl:8])[N:3]=2)=[CH:12][CH:13]=1, predict the reactants needed to synthesize it.